Dataset: Catalyst prediction with 721,799 reactions and 888 catalyst types from USPTO. Task: Predict which catalyst facilitates the given reaction. (1) Product: [C:40]([NH:1][CH2:2][CH2:3][CH2:4][CH2:5][C:6]1[O:10][N:9]=[C:8]([C:11]2[C:16]([Cl:17])=[CH:15][CH:14]=[CH:13][C:12]=2[Cl:18])[C:7]=1[C:19]([NH:21][C:22]1[CH:23]=[CH:24][C:25]([N:28]([CH2:29][CH3:30])[CH2:31][CH3:32])=[CH:26][CH:27]=1)=[O:20])(=[O:42])[CH3:41]. The catalyst class is: 4. Reactant: [NH2:1][CH2:2][CH2:3][CH2:4][CH2:5][C:6]1[O:10][N:9]=[C:8]([C:11]2[C:16]([Cl:17])=[CH:15][CH:14]=[CH:13][C:12]=2[Cl:18])[C:7]=1[C:19]([NH:21][C:22]1[CH:27]=[CH:26][C:25]([N:28]([CH2:31][CH3:32])[CH2:29][CH3:30])=[CH:24][CH:23]=1)=[O:20].CCN(CC)CC.[C:40](Cl)(=[O:42])[CH3:41]. (2) Reactant: [N:1]1[CH:6]=[CH:5][CH:4]=[C:3]([CH2:7][OH:8])[CH:2]=1.C(P(CCCC)CCCC)CCC.CN(C)C(N=NC(N(C)C)=O)=O.[CH3:34][O:35][C:36]1[C:37]([CH3:60])=[C:38]([C:51]([O:58][CH3:59])=[C:52]([O:56][CH3:57])[C:53]=1[O:54][CH3:55])[CH2:39][C:40]1[CH:41]=[CH:42][C:43](O)=[C:44]([CH:49]=1)[C:45]([O:47][CH3:48])=[O:46].[OH-].[Na+]. Product: [CH3:34][O:35][C:36]1[C:37]([CH3:60])=[C:38]([C:51]([O:58][CH3:59])=[C:52]([O:56][CH3:57])[C:53]=1[O:54][CH3:55])[CH2:39][C:40]1[CH:41]=[CH:42][C:43]([O:8][CH2:7][C:3]2[CH:2]=[N:1][CH:6]=[CH:5][CH:4]=2)=[C:44]([CH:49]=1)[C:45]([O:47][CH3:48])=[O:46]. The catalyst class is: 48. (3) Reactant: [N:1]([CH2:4][C:5]([C:7]1[CH:12]=[CH:11][C:10]([S:13][CH3:14])=[CH:9][CH:8]=1)=[O:6])=[N+:2]=[N-:3].B.C1COCC1. Product: [N:1]([CH2:4][CH:5]([C:7]1[CH:12]=[CH:11][C:10]([S:13][CH3:14])=[CH:9][CH:8]=1)[OH:6])=[N+:2]=[N-:3]. The catalyst class is: 1. (4) Reactant: S(Cl)(Cl)=O.[O:5]=[C:6]1[NH:10][CH:9]([C:11]([OH:13])=O)[CH2:8][CH2:7]1.[NH2:14][C:15]1[CH:16]=[CH:17][CH:18]=[C:19]2[C:24]=1[O:23][C:22]([C:25]1[CH:30]=[CH:29][CH:28]=[CH:27][C:26]=1[C:31]([F:34])([F:33])[F:32])=[CH:21][C:20]2=[O:35].N1C=CC=CC=1. Product: [O:5]=[C:6]1[NH:10][CH:9]([C:11]([NH:14][C:15]2[CH:16]=[CH:17][CH:18]=[C:19]3[C:24]=2[O:23][C:22]([C:25]2[CH:30]=[CH:29][CH:28]=[CH:27][C:26]=2[C:31]([F:34])([F:32])[F:33])=[CH:21][C:20]3=[O:35])=[O:13])[CH2:8][CH2:7]1. The catalyst class is: 118. (5) Reactant: [C:1](Cl)(=O)[C:2]([Cl:4])=[O:3].[C:7]([N:17]1C[CH2:23][CH2:22][CH:18]1C(O)=O)([O:9][CH2:10][C:11]1[CH:16]=[CH:15][CH:14]=[CH:13][CH:12]=1)=[O:8]. Product: [CH2:10]([O:9][C:7]([N:17]1[CH2:18][CH2:22][CH2:23][CH:1]1[C:2]([Cl:4])=[O:3])=[O:8])[C:11]1[CH:16]=[CH:15][CH:14]=[CH:13][CH:12]=1. The catalyst class is: 454.